From a dataset of Catalyst prediction with 721,799 reactions and 888 catalyst types from USPTO. Predict which catalyst facilitates the given reaction. (1) Reactant: [CH3:1][O:2][C:3]1[CH:4]=[C:5](/[CH:15]=[CH:16]/[C:17]([NH:19][CH2:20][C:21](=O)[C:22]2[CH:27]=[CH:26][CH:25]=[CH:24][CH:23]=2)=O)[CH:6]=[CH:7][C:8]=1[N:9]1[CH:13]=[C:12]([CH3:14])[N:11]=[CH:10]1.C([O-])(=O)C.[NH4+:33]. Product: [CH3:1][O:2][C:3]1[CH:4]=[C:5](/[CH:15]=[CH:16]/[C:17]2[NH:19][CH:20]=[C:21]([C:22]3[CH:27]=[CH:26][CH:25]=[CH:24][CH:23]=3)[N:33]=2)[CH:6]=[CH:7][C:8]=1[N:9]1[CH:13]=[C:12]([CH3:14])[N:11]=[CH:10]1. The catalyst class is: 15. (2) Reactant: [F:1][C:2]([F:19])([F:18])[CH:3]1[C:12]2[C:7](=[CH:8][CH:9]=[CH:10][CH:11]=2)[N:6]([CH:13]([CH3:17])[C:14](O)=[O:15])[CH2:5][CH2:4]1.[Cl-].[NH4+].CC[N:24](C(C)C)C(C)C.C(Cl)CCl.C1C=CC2N(O)N=NC=2C=1. Product: [F:1][C:2]([F:19])([F:18])[CH:3]1[C:12]2[C:7](=[CH:8][CH:9]=[CH:10][CH:11]=2)[N:6]([CH:13]([CH3:17])[C:14]([NH2:24])=[O:15])[CH2:5][CH2:4]1. The catalyst class is: 85. (3) Reactant: [F:1][C:2]1[CH:7]=[CH:6][C:5]([CH2:8][CH2:9][NH:10][CH3:11])=[CH:4][CH:3]=1.C(N(CC)CC)C.[O:19]=[C:20]1[C:25]2[S:26][CH:27]=[C:28]([S:29](Cl)(=[O:31])=[O:30])[C:24]=2[CH2:23][CH2:22][CH2:21]1. Product: [F:1][C:2]1[CH:3]=[CH:4][C:5]([CH2:8][CH2:9][N:10]([CH3:11])[S:29]([C:28]2[C:24]3[CH2:23][CH2:22][CH2:21][C:20](=[O:19])[C:25]=3[S:26][CH:27]=2)(=[O:30])=[O:31])=[CH:6][CH:7]=1. The catalyst class is: 7. (4) Reactant: Cl[C:2]1[C:7]([C:8]([F:11])([F:10])[F:9])=[CH:6][CH:5]=[CH:4][N:3]=1.[OH:12][C:13]1[CH:18]=[CH:17][C:16]([C:19]([O:21][CH3:22])=[O:20])=[CH:15][CH:14]=1.C(=O)([O-])[O-].[K+].[K+].O. Product: [F:9][C:8]([F:11])([F:10])[C:7]1[C:2]([O:12][C:13]2[CH:14]=[CH:15][C:16]([C:19]([O:21][CH3:22])=[O:20])=[CH:17][CH:18]=2)=[N:3][CH:4]=[CH:5][CH:6]=1. The catalyst class is: 10. (5) Product: [Cl:22][C:17]1[CH:18]=[CH:19][CH:20]=[CH:21][C:16]=1[O:15][C:13]1[CH2:14][N:10]([C@@H:4]([CH2:5][C:6]([F:9])([F:8])[CH3:7])[C:3]([OH:24])=[O:2])[C:11](=[O:23])[CH:12]=1. Reactant: C[O:2][C:3](=[O:24])[C@@H:4]([N:10]1[CH2:14][C:13]([O:15][C:16]2[CH:21]=[CH:20][CH:19]=[CH:18][C:17]=2[Cl:22])=[CH:12][C:11]1=[O:23])[CH2:5][C:6]([F:9])([F:8])[CH3:7].O1CCCC1.O.[OH-].[Li+]. The catalyst class is: 6.